Dataset: Catalyst prediction with 721,799 reactions and 888 catalyst types from USPTO. Task: Predict which catalyst facilitates the given reaction. Reactant: [CH2:1]([N:5]([CH2:16][CH2:17][CH2:18][CH3:19])[C:6]1[CH:13]=[CH:12][C:9]([CH:10]=O)=[C:8]([O:14][CH3:15])[CH:7]=1)[CH2:2][CH2:3][CH3:4].[C:20]([C:22]([C:37]#[N:38])=[C:23]1[C:31]2[C:26](=[CH:27][CH:28]=[CH:29][CH:30]=2)[C:25](=[C:32]([C:35]#[N:36])[C:33]#[N:34])[CH2:24]1)#[N:21].O. Product: [CH2:1]([N:5]([CH2:16][CH2:17][CH2:18][CH3:19])[C:6]1[CH:13]=[CH:12][C:9]([CH:10]=[C:24]2[C:25](=[C:32]([C:35]#[N:36])[C:33]#[N:34])[C:26]3[C:31](=[CH:30][CH:29]=[CH:28][CH:27]=3)[C:23]2=[C:22]([C:20]#[N:21])[C:37]#[N:38])=[C:8]([O:14][CH3:15])[CH:7]=1)[CH2:2][CH2:3][CH3:4]. The catalyst class is: 15.